Dataset: Forward reaction prediction with 1.9M reactions from USPTO patents (1976-2016). Task: Predict the product of the given reaction. (1) The product is: [OH:1][C:2]1[CH:3]=[C:4]([CH:8]=[CH:9][C:10]=1[N+:11]([O-:13])=[O:12])[C:5]([O:7][CH2:14][C:15]1[CH:20]=[CH:19][CH:18]=[CH:17][CH:16]=1)=[O:6]. Given the reactants [OH:1][C:2]1[CH:3]=[C:4]([CH:8]=[CH:9][C:10]=1[N+:11]([O-:13])=[O:12])[C:5]([OH:7])=[O:6].[CH2:14](O)[C:15]1[CH:20]=[CH:19][CH:18]=[CH:17][CH:16]=1.C1(C)C=CC(S(O)(=O)=O)=CC=1.C(OCC)(=O)C, predict the reaction product. (2) Given the reactants C([O-])([O-])=O.[Cs+].[Cs+].CS(O[CH2:12][CH:13]1[N:21]2[C:16](=[CH:17][C:18](=[O:29])[C:19]([O:27][CH3:28])=[C:20]2[C:22](=[O:26])[NH:23][CH2:24][CH3:25])[CH2:15][CH2:14]1)(=O)=O.O, predict the reaction product. The product is: [CH2:24]([N:23]1[C:22](=[O:26])[C:20]2[N:21]3[C:16](=[CH:17][C:18](=[O:29])[C:19]=2[O:27][CH3:28])[CH2:15][CH2:14][CH:13]3[CH2:12]1)[CH3:25]. (3) Given the reactants [CH3:1][C:2]1[CH:17]=[C:16]([N+:18]([O-])=O)[CH:15]=[CH:14][C:3]=1[O:4][C:5]1[CH:6]=[CH:7][C:8]2[O:12][CH:11]=[N:10][C:9]=2[CH:13]=1, predict the reaction product. The product is: [O:12]1[C:8]2[CH:7]=[CH:6][C:5]([O:4][C:3]3[CH:14]=[CH:15][C:16]([NH2:18])=[CH:17][C:2]=3[CH3:1])=[CH:13][C:9]=2[N:10]=[CH:11]1. (4) The product is: [ClH:47].[ClH:47].[F:8][C:9]1[CH:10]=[C:11]([C:15]2[C:16]([N:33]3[CH2:38][CH2:37][NH:36][CH2:35][CH2:34]3)=[C:17]3[CH:23]=[N:22][NH:21][C:18]3=[N:19][CH:20]=2)[CH:12]=[CH:13][CH:14]=1. Given the reactants C(O)(C(F)(F)F)=O.[F:8][C:9]1[CH:10]=[C:11]([C:15]2[C:16]([N:33]3[CH2:38][CH2:37][N:36](C(OC(C)(C)C)=O)[CH2:35][CH2:34]3)=[C:17]3[CH:23]=[N:22][N:21](CC4C=CC(OC)=CC=4)[C:18]3=[N:19][CH:20]=2)[CH:12]=[CH:13][CH:14]=1.C(Cl)[Cl:47], predict the reaction product. (5) Given the reactants Cl.[F:2][C:3]([F:35])([F:34])[C:4]1[CH:5]=[C:6]([C@H:14]([N:16]([CH3:33])[C:17]([C@H:19]2[CH2:24][CH2:23][NH:22][CH2:21][C@@H:20]2[C:25]2[CH:30]=[CH:29][C:28]([F:31])=[CH:27][C:26]=2[CH3:32])=[O:18])[CH3:15])[CH:7]=[C:8]([C:10]([F:13])([F:12])[F:11])[CH:9]=1.[CH3:36][S:37]([CH2:40][CH2:41][C:42](O)=[O:43])(=[O:39])=[O:38].CCN=C=NCCCN(C)C.Cl.C1C=CC2N(O)N=NC=2C=1, predict the reaction product. The product is: [F:35][C:3]([F:2])([F:34])[C:4]1[CH:5]=[C:6]([C@H:14]([N:16]([CH3:33])[C:17]([C@H:19]2[CH2:24][CH2:23][N:22]([C:42](=[O:43])[CH2:41][CH2:40][S:37]([CH3:36])(=[O:39])=[O:38])[CH2:21][C@@H:20]2[C:25]2[CH:30]=[CH:29][C:28]([F:31])=[CH:27][C:26]=2[CH3:32])=[O:18])[CH3:15])[CH:7]=[C:8]([C:10]([F:12])([F:13])[F:11])[CH:9]=1. (6) Given the reactants [CH3:1][O:2][C:3](=[O:20])[C:4]1[CH:9]=[C:8]([Cl:10])[CH:7]=[C:6]([N:11]=[CH:12][C:13]2[CH:18]=[CH:17][CH:16]=[C:15]([Br:19])[CH:14]=2)[CH:5]=1.O.[O-]S(C(F)(F)F)(=O)=O.[Yb+3].[O-]S(C(F)(F)F)(=O)=O.[O-]S(C(F)(F)F)(=O)=O.[CH:47](=[O:51])[CH:48]([CH3:50])[CH3:49].O, predict the reaction product. The product is: [CH3:1][O:2][C:3]([C:4]1[C:5]2[CH:47]([OH:51])[C:48]([CH3:50])([CH3:49])[CH:12]([C:13]3[CH:18]=[CH:17][CH:16]=[C:15]([Br:19])[CH:14]=3)[NH:11][C:6]=2[CH:7]=[C:8]([Cl:10])[CH:9]=1)=[O:20]. (7) Given the reactants [Cl:1][C:2]1[CH:3]=[C:4]([C:9]2[S:10][CH:11]=[C:12]([C:15](=[N:17][NH2:18])[CH3:16])[C:13]=2[OH:14])[CH:5]=[CH:6][C:7]=1[Cl:8].[N:19]([CH2:22][C:23]([O:25][CH3:26])=[O:24])=[C:20]=[S:21].CO.O, predict the reaction product. The product is: [Cl:1][C:2]1[CH:3]=[C:4]([C:9]2[S:10][CH:11]=[C:12]([C:15](=[N:17][NH:18][C:20]([NH:19][CH2:22][C:23]([O:25][CH3:26])=[O:24])=[S:21])[CH3:16])[C:13]=2[OH:14])[CH:5]=[CH:6][C:7]=1[Cl:8].